Task: Predict the reactants needed to synthesize the given product.. Dataset: Full USPTO retrosynthesis dataset with 1.9M reactions from patents (1976-2016) (1) Given the product [CH3:15][C:13]1([CH3:16])[CH2:12][CH2:11][C:10]2=[C:6]([C:4](=[O:5])[CH3:22])[S:7][C:8]([C:17]([F:20])([F:19])[F:18])=[C:9]2[CH2:14]1, predict the reactants needed to synthesize it. The reactants are: CON(C)[C:4]([C:6]1[S:7][C:8]([C:17]([F:20])([F:19])[F:18])=[C:9]2[CH2:14][C:13]([CH3:16])([CH3:15])[CH2:12][CH2:11][C:10]=12)=[O:5].[CH3:22][Li].Cl. (2) The reactants are: Br[C:2]1[CH:3]=[N:4][CH:5]=[C:6]([Br:8])[CH:7]=1.[CH3:9][O:10][C:11]1[CH:32]=[CH:31][C:14]([O:15]C2C=C(N3CCC4(NCCC4)C3)C=NC=2)=[CH:13][CH:12]=1.COC1C=CC([O-])=CC=1.[Na+]. Given the product [Br:8][C:6]1[CH:5]=[N:4][CH:3]=[C:2]([O:15][C:14]2[CH:31]=[CH:32][C:11]([O:10][CH3:9])=[CH:12][CH:13]=2)[CH:7]=1, predict the reactants needed to synthesize it. (3) Given the product [O:14]1[C:15]2[CH:21]=[CH:20][CH:19]=[CH:18][C:16]=2[N:17]=[C:13]1[C:10]1[CH:11]=[CH:12][C:6]2[N:5]([CH2:1][CH2:2][CH2:3][CH3:4])[C:23]([CH3:24])=[N:8][C:7]=2[CH:9]=1, predict the reactants needed to synthesize it. The reactants are: [CH2:1]([NH:5][C:6]1[CH:12]=[CH:11][C:10]([C:13]2[O:14][C:15]3[CH:21]=[CH:20][CH:19]=[CH:18][C:16]=3[N:17]=2)=[CH:9][C:7]=1[NH2:8])[CH2:2][CH2:3][CH3:4].Cl.[C:23](=N)(OC)[CH3:24].C(=O)([O-])O.[Na+]. (4) Given the product [CH:15]1([C:18]2[C:19]([O:28][CH2:29][CH:30]3[CH2:32][CH2:31]3)=[CH:20][C:21]([C:24]3[N:26]=[C:10]([C:6]4([NH:5][C:3](=[O:4])[C:2]([F:1])([F:14])[F:13])[CH2:7][O:8][CH2:9]4)[O:12][N:25]=3)=[N:22][CH:23]=2)[CH2:17][CH2:16]1, predict the reactants needed to synthesize it. The reactants are: [F:1][C:2]([F:14])([F:13])[C:3]([NH:5][C:6]1([C:10]([OH:12])=O)[CH2:9][O:8][CH2:7]1)=[O:4].[CH:15]1([C:18]2[C:19]([O:28][CH2:29][CH:30]3[CH2:32][CH2:31]3)=[CH:20][C:21]([C:24](=[N:26]O)[NH2:25])=[N:22][CH:23]=2)[CH2:17][CH2:16]1.